Dataset: Forward reaction prediction with 1.9M reactions from USPTO patents (1976-2016). Task: Predict the product of the given reaction. (1) The product is: [F:37][CH:17]([F:16])[C:18]1[CH:23]=[CH:22][N:21]=[C:20]([NH:24][C:25]2[N:26]=[C:27]([C:32]3[CH:36]=[N:35][N:34]([C:10]4([CH2:8][CH3:9])[O:14][C:13](=[O:15])[NH:12][CH2:11]4)[CH:33]=3)[CH:28]=[C:29]([CH3:31])[CH:30]=2)[CH:19]=1. Given the reactants C(=O)([O-])[O-].[Cs+].[Cs+].I[CH:8]([CH:10]1[O:14][C:13](=[O:15])[NH:12][CH2:11]1)[CH3:9].[F:16][CH:17]([F:37])[C:18]1[CH:23]=[CH:22][N:21]=[C:20]([NH:24][C:25]2[CH:30]=[C:29]([CH3:31])[CH:28]=[C:27]([C:32]3[CH:33]=[N:34][NH:35][CH:36]=3)[N:26]=2)[CH:19]=1, predict the reaction product. (2) Given the reactants CN(C(ON1N=NC2C=CC=NC1=2)=[N+](C)C)C.F[P-](F)(F)(F)(F)F.C(N(C(C)C)CC)(C)C.[NH:34]1[CH2:39][CH2:38][O:37][CH2:36][CH2:35]1.[F:40][C:41]1[CH:46]=[CH:45][C:44]([CH:47]([OH:49])[CH3:48])=[CH:43][C:42]=1[C:50]1[CH:51]=[N:52][C:53]([N:56]2[C:64]3[C:59](=[CH:60][CH:61]=[C:62]([C:65](O)=[O:66])[CH:63]=3)[C:58]([S:68][CH3:69])=[CH:57]2)=[N:54][CH:55]=1, predict the reaction product. The product is: [F:40][C:41]1[CH:46]=[CH:45][C:44]([CH:47]([OH:49])[CH3:48])=[CH:43][C:42]=1[C:50]1[CH:51]=[N:52][C:53]([N:56]2[C:64]3[C:59](=[CH:60][CH:61]=[C:62]([C:65]([N:34]4[CH2:39][CH2:38][O:37][CH2:36][CH2:35]4)=[O:66])[CH:63]=3)[C:58]([S:68][CH3:69])=[CH:57]2)=[N:54][CH:55]=1. (3) Given the reactants [CH2:1]([C:5]1([CH3:47])[CH2:10][CH2:9][N:8]([C:11]2[N:16]3[CH:17]=[C:18]([C:20](=[O:35])[NH:21][CH2:22][C:23]4[CH:28]=[C:27]([F:29])[CH:26]=[CH:25][C:24]=4[O:30][CH2:31][CH2:32][CH:33]=[CH2:34])[N:19]=[C:15]3[CH:14]=[C:13]([CH3:36])[C:12]=2[C@H:37]([O:42][C:43]([CH3:46])([CH3:45])[CH3:44])[C:38]([O:40]C)=[O:39])[CH2:7][CH2:6]1)[CH2:2]C=C.C(O[C@@H](C1C(C)=CC2=NC3=CN2C=1N1CCC(C)(CCCCCOC2C=CC=CC=2CNC3=O)CC1)C(O)=O)(C)(C)C, predict the reaction product. The product is: [C:43]([O:42][C@@H:37]([C:12]1[C:13]([CH3:36])=[CH:14][C:15]2=[N:19][C:18]3=[CH:17][N:16]2[C:11]=1[N:8]1[CH2:9][CH2:10][C:5]([CH3:47])([CH2:1][CH2:2][CH2:34][CH2:33][CH2:32][CH2:31][O:30][C:24]2[CH:25]=[CH:26][C:27]([F:29])=[CH:28][C:23]=2[CH2:22][NH:21][C:20]3=[O:35])[CH2:6][CH2:7]1)[C:38]([OH:40])=[O:39])([CH3:45])([CH3:46])[CH3:44]. (4) Given the reactants [NH2:1][C:2](=[O:100])[CH2:3][NH:4][C:5](=[O:99])[C@@H:6]([NH:13][C:14](=[O:98])[C@@H:15]([N:17]([CH3:97])[C:18]([C@H:20]([CH2:86][C:87]([O:89]CC1C=CC=CC=1)=[O:88])[NH:21][C:22](=[O:85])[C@H:23]([CH2:78][C:79]1[CH:84]=[CH:83][CH:82]=[CH:81][CH:80]=1)[NH:24][C:25](=[O:77])[C@H:26]([CH:74]([CH3:76])[CH3:75])[NH:27][C:28](=[O:73])[C@H:29]([CH3:72])[NH:30][C:31](=[O:71])[C@H:32]([CH2:67][CH:68]([CH3:70])[CH3:69])[NH:33][C:34](=[O:66])[CH2:35][NH:36][C:37](=[O:65])[C@H:38]([CH2:58][C:59]1[CH:64]=[CH:63][CH:62]=[CH:61][CH:60]=1)[N:39]([CH3:57])[C:40](=[O:56])[C@H:41]([CH3:55])[NH:42][C:43](=[O:54])[C@H:44]([CH3:53])[NH:45][C:46](=[O:52])[O:47][C:48]([CH3:51])([CH3:50])[CH3:49])=[O:19])[CH3:16])[CH2:7][O:8][C:9]([CH3:12])([CH3:11])[CH3:10].C(OCC)(=O)C.[H][H], predict the reaction product. The product is: [NH2:1][C:2](=[O:100])[CH2:3][NH:4][C:5](=[O:99])[C@@H:6]([NH:13][C:14](=[O:98])[C@@H:15]([N:17]([CH3:97])[C:18]([C@H:20]([CH2:86][C:87]([OH:89])=[O:88])[NH:21][C:22](=[O:85])[C@H:23]([CH2:78][C:79]1[CH:84]=[CH:83][CH:82]=[CH:81][CH:80]=1)[NH:24][C:25](=[O:77])[C@H:26]([CH:74]([CH3:76])[CH3:75])[NH:27][C:28](=[O:73])[C@H:29]([CH3:72])[NH:30][C:31](=[O:71])[C@H:32]([CH2:67][CH:68]([CH3:69])[CH3:70])[NH:33][C:34](=[O:66])[CH2:35][NH:36][C:37](=[O:65])[C@H:38]([CH2:58][C:59]1[CH:64]=[CH:63][CH:62]=[CH:61][CH:60]=1)[N:39]([CH3:57])[C:40](=[O:56])[C@H:41]([CH3:55])[NH:42][C:43](=[O:54])[C@H:44]([CH3:53])[NH:45][C:46](=[O:52])[O:47][C:48]([CH3:49])([CH3:50])[CH3:51])=[O:19])[CH3:16])[CH2:7][O:8][C:9]([CH3:12])([CH3:10])[CH3:11].